Task: Binary Classification. Given a drug SMILES string, predict its activity (active/inactive) in a high-throughput screening assay against a specified biological target.. Dataset: HIV replication inhibition screening data with 41,000+ compounds from the AIDS Antiviral Screen The result is 0 (inactive). The molecule is CC(=O)c1ccc(NCc2cc(O)ccc2O)cc1.